From a dataset of Forward reaction prediction with 1.9M reactions from USPTO patents (1976-2016). Predict the product of the given reaction. (1) Given the reactants [C:1]([O:5][C:6]([NH:8][C@@H:9]([CH2:13][CH2:14][O:15][Si:16]([C:19]([CH3:22])([CH3:21])[CH3:20])([CH3:18])[CH3:17])[C:10]([OH:12])=[O:11])=[O:7])([CH3:4])([CH3:3])[CH3:2].[CH:23]1(O)[CH2:27][CH2:26][CH2:25][CH2:24]1.C(Cl)CCl, predict the reaction product. The product is: [CH:23]1([O:11][C:10](=[O:12])[C@@H:9]([NH:8][C:6]([O:5][C:1]([CH3:4])([CH3:3])[CH3:2])=[O:7])[CH2:13][CH2:14][O:15][Si:16]([C:19]([CH3:22])([CH3:21])[CH3:20])([CH3:18])[CH3:17])[CH2:27][CH2:26][CH2:25][CH2:24]1. (2) Given the reactants [CH2:1]([C:7]1[CH:8]=[C:9]([CH:12]=O)[S:10][CH:11]=1)[CH2:2][CH2:3][CH2:4][CH2:5][CH3:6].Cl.[NH2:15]O, predict the reaction product. The product is: [CH2:1]([C:7]1[CH:8]=[C:9]([C:12]#[N:15])[S:10][CH:11]=1)[CH2:2][CH2:3][CH2:4][CH2:5][CH3:6]. (3) Given the reactants [CH2:1]([N:3]([CH2:7][CH3:8])[CH2:4][CH2:5][OH:6])[CH3:2].[H-].[Na+].[CH2:11]([O:18][C:19]1[CH:24]=[CH:23][C:22]([C:25]2[CH:30]=[C:29](Cl)[N:28]=[N:27][C:26]=2[CH2:32][CH2:33][CH2:34][CH3:35])=[CH:21][CH:20]=1)[C:12]1[CH:17]=[CH:16][CH:15]=[CH:14][CH:13]=1.O, predict the reaction product. The product is: [CH2:11]([O:18][C:19]1[CH:24]=[CH:23][C:22]([C:25]2[CH:30]=[C:29]([O:6][CH2:5][CH2:4][N:3]([CH2:7][CH3:8])[CH2:1][CH3:2])[N:28]=[N:27][C:26]=2[CH2:32][CH2:33][CH2:34][CH3:35])=[CH:21][CH:20]=1)[C:12]1[CH:13]=[CH:14][CH:15]=[CH:16][CH:17]=1. (4) Given the reactants Cl[C:2]1[N:3]=[C:4]([CH3:12])[C:5]([C:8]([O:10][CH3:11])=[O:9])=[N:6][CH:7]=1.[F:13][CH:14]([F:17])[CH2:15][OH:16].C(=O)([O-])[O-].[K+].[K+], predict the reaction product. The product is: [F:13][CH:14]([F:17])[CH2:15][O:16][C:2]1[N:3]=[C:4]([CH3:12])[C:5]([C:8]([O:10][CH3:11])=[O:9])=[N:6][CH:7]=1.